From a dataset of Catalyst prediction with 721,799 reactions and 888 catalyst types from USPTO. Predict which catalyst facilitates the given reaction. (1) Reactant: [NH:1]1[C:5]2=[N:6][CH:7]=[CH:8][CH:9]=[C:4]2[CH:3]=[CH:2]1.[Br:10]N1C(=O)CCC1=O. Product: [Br:10][C:3]1[C:4]2[C:5](=[N:6][CH:7]=[CH:8][CH:9]=2)[NH:1][CH:2]=1. The catalyst class is: 7. (2) Reactant: [CH2:1]([NH:5][C:6](=O)[C:7]([CH3:11])([CH3:10])[CH2:8][OH:9])[CH2:2][CH2:3][CH3:4].[H-].[H-].[H-].[H-].[Li+].[Al+3]. Product: [CH2:1]([NH:5][CH2:6][C:7]([CH3:10])([CH3:11])[CH2:8][OH:9])[CH2:2][CH2:3][CH3:4]. The catalyst class is: 28. (3) Reactant: C([Sn](CCCC)(CCCC)[C:6]1[CH:11]=[CH:10][C:9]([CH:12]=[CH:13][C:14]([C:16]2[CH:21]=[CH:20][C:19]([NH2:22])=[CH:18][CH:17]=2)=[O:15])=[CH:8][CH:7]=1)CCC.[I:31]I.S([O-])([O-])=O.[Na+].[Na+]. Product: [I:31][C:6]1[CH:11]=[CH:10][C:9]([CH:12]=[CH:13][C:14]([C:16]2[CH:21]=[CH:20][C:19]([NH2:22])=[CH:18][CH:17]=2)=[O:15])=[CH:8][CH:7]=1. The catalyst class is: 22. (4) The catalyst class is: 62. Reactant: [CH3:1][NH:2][C:3]([C:5]1[C:9]2[CH:10]=[C:11](B3OC(C)(C)C(C)(C)O3)[C:12]([N:14]([CH3:19])[S:15]([CH3:18])(=[O:17])=[O:16])=[CH:13][C:8]=2[O:7][C:6]=1[C:29]([O:31][CH3:32])=[O:30])=[O:4].Cl[C:34]1[CH:35]=[CH:36][C:37]2[N:38]=[CH:39][N:40]3[C:48]4[CH:47]=[CH:46][CH:45]=[C:44]([F:49])[C:43]=4[CH:42]=[C:41]3[C:50]=2[N:51]=1.CC(C1C=C(C(C)C)C(C2C=CC=CC=2P(C2CCCCC2)C2CCCCC2)=C(C(C)C)C=1)C. Product: [F:49][C:44]1[C:43]2[CH:42]=[C:41]3[C:50]4[N:51]=[C:34]([C:11]5[C:12]([N:14]([CH3:19])[S:15]([CH3:18])(=[O:17])=[O:16])=[CH:13][C:8]6[O:7][C:6]([C:29]([O:31][CH3:32])=[O:30])=[C:5]([C:3](=[O:4])[NH:2][CH3:1])[C:9]=6[CH:10]=5)[CH:35]=[CH:36][C:37]=4[N:38]=[CH:39][N:40]3[C:48]=2[CH:47]=[CH:46][CH:45]=1. (5) Product: [C:1]1([C:6]2[CH:7]=[C:8]([CH2:9][OH:10])[CH:14]=[CH:15][CH:16]=2)[CH2:5][CH2:4][CH2:3][CH:2]=1. Reactant: [C:1]1([C:6]2[CH:7]=[C:8]([CH:14]=[CH:15][CH:16]=2)[C:9](OCC)=[O:10])[CH2:5][CH2:4][CH2:3][CH:2]=1.[H-].[H-].[H-].[H-].[Li+].[Al+3].[OH-].[Na+]. The catalyst class is: 28. (6) Reactant: [Cl:1][C:2]1[CH:17]=[CH:16][CH:15]=[CH:14][C:3]=1[C:4]([NH:6][C:7]1[CH:12]=[CH:11][C:10]([Cl:13])=[CH:9][CH:8]=1)=[NH:5].C([O-])(O)=O.[Na+].[CH2:23]([O:25][C:26](=[O:31])[C:27](=[O:30])[CH2:28]Br)[CH3:24]. Product: [CH2:23]([O:25][C:26]([C:27]1([OH:30])[CH2:28][N:6]([C:7]2[CH:12]=[CH:11][C:10]([Cl:13])=[CH:9][CH:8]=2)[C:4]([C:3]2[CH:14]=[CH:15][CH:16]=[CH:17][C:2]=2[Cl:1])=[N:5]1)=[O:31])[CH3:24]. The catalyst class is: 41. (7) Reactant: [C:1]([OH:9])(=O)[C:2]1[CH:7]=[CH:6][CH:5]=[N:4][CH:3]=1.CCN=C=NCCCN(C)C.C1C=CC2N(O)N=NC=2C=1.[NH2:31][C:32]12[C:49](=[O:50])[C:48]3[C:43](=[CH:44][CH:45]=[CH:46][CH:47]=3)[C:33]1([OH:51])[O:34][C:35]1[CH:40]=[C:39]([CH3:41])[C:38]([CH3:42])=[CH:37][C:36]=12. Product: [OH:51][C:33]12[C:43]3[C:48](=[CH:47][CH:46]=[CH:45][CH:44]=3)[C:49](=[O:50])[C:32]1([NH:31][C:1](=[O:9])[C:2]1[CH:7]=[CH:6][CH:5]=[N:4][CH:3]=1)[C:36]1[CH:37]=[C:38]([CH3:42])[C:39]([CH3:41])=[CH:40][C:35]=1[O:34]2. The catalyst class is: 59.